This data is from CYP3A4 inhibition data for predicting drug metabolism from PubChem BioAssay. The task is: Regression/Classification. Given a drug SMILES string, predict its absorption, distribution, metabolism, or excretion properties. Task type varies by dataset: regression for continuous measurements (e.g., permeability, clearance, half-life) or binary classification for categorical outcomes (e.g., BBB penetration, CYP inhibition). Dataset: cyp3a4_veith. (1) The drug is Oc1cc(CN2COc3ccccc32)c(O)cc1CNC1CCCCC1. The result is 0 (non-inhibitor). (2) The drug is S=C(NCc1ccco1)N1CCN(Cc2ccco2)CC1. The result is 0 (non-inhibitor). (3) The compound is N#CC(=C1CCCC1)c1nc(-c2ccccc2)cs1. The result is 1 (inhibitor).